From a dataset of Full USPTO retrosynthesis dataset with 1.9M reactions from patents (1976-2016). Predict the reactants needed to synthesize the given product. (1) Given the product [NH2:4][C:5]1[S:6][CH:7]=[C:8]([C:10]2[CH:11]=[CH:12][C:13]([C:16]3([C:19]([OH:21])=[O:20])[CH2:18][CH2:17]3)=[CH:14][CH:15]=2)[N:9]=1, predict the reactants needed to synthesize it. The reactants are: O.[OH-].[Li+].[NH2:4][C:5]1[S:6][CH:7]=[C:8]([C:10]2[CH:15]=[CH:14][C:13]([C:16]3([C:19]([O:21]C)=[O:20])[CH2:18][CH2:17]3)=[CH:12][CH:11]=2)[N:9]=1. (2) Given the product [C:1]([C:3]1[CH:31]=[CH:30][CH:29]=[CH:28][C:4]=1[CH2:5][N:6]1[CH:10]=[C:9]([C:11]2[CH:16]=[CH:15][N:14]=[C:13]([NH:32][CH2:33][CH2:34][CH2:35][OH:36])[N:12]=2)[N:8]([C:20]2[CH:25]=[CH:24][C:23]([F:26])=[CH:22][CH:21]=2)[C:7]1=[O:27])#[N:2], predict the reactants needed to synthesize it. The reactants are: [C:1]([C:3]1[CH:31]=[CH:30][CH:29]=[CH:28][C:4]=1[CH2:5][N:6]1[CH:10]=[C:9]([C:11]2[CH:16]=[CH:15][N:14]=[C:13](S(C)=O)[N:12]=2)[N:8]([C:20]2[CH:25]=[CH:24][C:23]([F:26])=[CH:22][CH:21]=2)[C:7]1=[O:27])#[N:2].[NH2:32][CH2:33][CH2:34][CH2:35][OH:36].